From a dataset of Full USPTO retrosynthesis dataset with 1.9M reactions from patents (1976-2016). Predict the reactants needed to synthesize the given product. Given the product [Cl:1][C:2]1[N:7]=[C:6]([O:9][C:10]2[CH:37]=[CH:36][CH:35]=[CH:34][C:11]=2[CH2:12][NH:13][C:14]([NH:16][C:17]2[N:21]([C:22]3[CH:27]=[CH:26][CH:25]=[C:24]([S:28][CH3:29])[CH:23]=3)[N:20]=[C:19]([C:30]([CH3:31])([CH3:32])[CH3:33])[CH:18]=2)=[O:15])[CH:5]=[CH:4][N:3]=1, predict the reactants needed to synthesize it. The reactants are: [Cl:1][C:2]1[N:7]=[C:6](Cl)[CH:5]=[CH:4][N:3]=1.[OH:9][C:10]1[CH:37]=[CH:36][CH:35]=[CH:34][C:11]=1[CH2:12][NH:13][C:14]([NH:16][C:17]1[N:21]([C:22]2[CH:27]=[CH:26][CH:25]=[C:24]([S:28][CH3:29])[CH:23]=2)[N:20]=[C:19]([C:30]([CH3:33])([CH3:32])[CH3:31])[CH:18]=1)=[O:15].[OH-].[Na+].[Cl-].[NH4+].